This data is from Peptide-MHC class II binding affinity with 134,281 pairs from IEDB. The task is: Regression. Given a peptide amino acid sequence and an MHC pseudo amino acid sequence, predict their binding affinity value. This is MHC class II binding data. (1) The peptide sequence is KEKVYLSWVPAHKGIGGNE. The MHC is HLA-DQA10301-DQB10301 with pseudo-sequence HLA-DQA10301-DQB10301. The binding affinity (normalized) is 0.607. (2) The peptide sequence is TVKVEPHTGDYVAAN. The MHC is DRB1_0301 with pseudo-sequence DRB1_0301. The binding affinity (normalized) is 0.101.